This data is from Retrosynthesis with 50K atom-mapped reactions and 10 reaction types from USPTO. The task is: Predict the reactants needed to synthesize the given product. (1) Given the product O=C(O)CCSCc1cccc(C(=O)Nc2ccc(OC3CCOCC3)cc2-c2cc(C(=O)NCc3cccc(C(F)(F)F)c3)ccn2)c1, predict the reactants needed to synthesize it. The reactants are: CC(C)(C)OC(=O)CCSCc1cccc(C(=O)Nc2ccc(OC3CCOCC3)cc2-c2cc(C(=O)NCc3cccc(C(F)(F)F)c3)ccn2)c1. (2) The reactants are: Cc1cccc(C)c1O.O=Cc1cccc(Br)c1. Given the product Cc1cccc(C)c1Oc1cccc(C=O)c1, predict the reactants needed to synthesize it. (3) Given the product Cc1cc(N2CCOCC2)cc(C2CC2)c1C(=O)O, predict the reactants needed to synthesize it. The reactants are: CCOC(=O)c1c(C)cc(N2CCOCC2)cc1C1CC1. (4) The reactants are: CCCC[Sn](CCCC)(CCCC)c1ccc2c(=O)n(C)n(C)c2c1.CCOC(=O)[C@@H](OC(C)(C)C)c1c(C)cc2nc(-c3ccnc(Cl)c3)sc2c1-c1ccc(Cl)cc1. Given the product CCOC(=O)[C@@H](OC(C)(C)C)c1c(C)cc2nc(-c3ccnc(-c4ccc5c(=O)n(C)n(C)c5c4)c3)sc2c1-c1ccc(Cl)cc1, predict the reactants needed to synthesize it. (5) Given the product COC(=O)c1cc2ccccc2n1NC(=S)NC(=O)c1ccccc1, predict the reactants needed to synthesize it. The reactants are: COC(=O)c1cc2ccccc2n1N.O=C(N=C=S)c1ccccc1.